From a dataset of NCI-60 drug combinations with 297,098 pairs across 59 cell lines. Regression. Given two drug SMILES strings and cell line genomic features, predict the synergy score measuring deviation from expected non-interaction effect. (1) Drug 1: C1=NC2=C(N1)C(=S)N=C(N2)N. Drug 2: C1=CC=C(C(=C1)C(C2=CC=C(C=C2)Cl)C(Cl)Cl)Cl. Cell line: HOP-92. Synergy scores: CSS=18.8, Synergy_ZIP=-7.11, Synergy_Bliss=1.23, Synergy_Loewe=-12.9, Synergy_HSA=1.62. (2) Drug 1: CS(=O)(=O)C1=CC(=C(C=C1)C(=O)NC2=CC(=C(C=C2)Cl)C3=CC=CC=N3)Cl. Drug 2: CC1C(C(CC(O1)OC2CC(OC(C2O)C)OC3=CC4=CC5=C(C(=O)C(C(C5)C(C(=O)C(C(C)O)O)OC)OC6CC(C(C(O6)C)O)OC7CC(C(C(O7)C)O)OC8CC(C(C(O8)C)O)(C)O)C(=C4C(=C3C)O)O)O)O. Cell line: COLO 205. Synergy scores: CSS=57.9, Synergy_ZIP=36.1, Synergy_Bliss=35.2, Synergy_Loewe=28.5, Synergy_HSA=28.2. (3) Drug 1: CN(CCCl)CCCl.Cl. Drug 2: C1C(C(OC1N2C=NC(=NC2=O)N)CO)O. Cell line: UO-31. Synergy scores: CSS=13.4, Synergy_ZIP=-4.76, Synergy_Bliss=0.579, Synergy_Loewe=-3.59, Synergy_HSA=-0.185. (4) Drug 1: CC1C(C(CC(O1)OC2CC(CC3=C2C(=C4C(=C3O)C(=O)C5=C(C4=O)C(=CC=C5)OC)O)(C(=O)C)O)N)O.Cl. Drug 2: C1=CC=C(C(=C1)C(C2=CC=C(C=C2)Cl)C(Cl)Cl)Cl. Cell line: OVCAR-4. Synergy scores: CSS=9.75, Synergy_ZIP=-1.68, Synergy_Bliss=3.80, Synergy_Loewe=-1.60, Synergy_HSA=4.81. (5) Cell line: NCI-H460. Drug 1: C1=CN(C(=O)N=C1N)C2C(C(C(O2)CO)O)O.Cl. Synergy scores: CSS=24.6, Synergy_ZIP=-3.61, Synergy_Bliss=-6.06, Synergy_Loewe=-18.2, Synergy_HSA=-7.00. Drug 2: CC1=C2C(C(=O)C3(C(CC4C(C3C(C(C2(C)C)(CC1OC(=O)C(C(C5=CC=CC=C5)NC(=O)C6=CC=CC=C6)O)O)OC(=O)C7=CC=CC=C7)(CO4)OC(=O)C)O)C)OC(=O)C.